From a dataset of Peptide-MHC class II binding affinity with 134,281 pairs from IEDB. Regression. Given a peptide amino acid sequence and an MHC pseudo amino acid sequence, predict their binding affinity value. This is MHC class II binding data. (1) The peptide sequence is EDLVRAYHAMSSTHE. The MHC is HLA-DQA10501-DQB10301 with pseudo-sequence HLA-DQA10501-DQB10301. The binding affinity (normalized) is 0.448. (2) The peptide sequence is VLGLPAIKAWVAKRP. The MHC is HLA-DQA10102-DQB10602 with pseudo-sequence HLA-DQA10102-DQB10602. The binding affinity (normalized) is 0.361. (3) The peptide sequence is WAVKPKAVRQIEDQL. The MHC is DRB1_0405 with pseudo-sequence DRB1_0405. The binding affinity (normalized) is 0.554.